Predict the reaction yield, written as a fraction of the theoretical maximum amount of product (1.0 means a 100% yield; for example, 0.34 means a 34% yield). From a dataset of Reaction yield outcomes from USPTO patents with 853,638 reactions. (1) The reactants are [CH3:1][O:2][C:3]1[CH:4]=[C:5]2[C:10](=[CH:11][C:12]=1[O:13][CH3:14])[N:9]=[CH:8][N:7]=[C:6]2[S:15][C:16]1[CH:17]=[C:18]([CH:20]=[CH:21][CH:22]=1)[NH2:19].[F:23][C:24]([F:45])([F:44])[C:25]([C:28]1[CH:32]=[C:31]([NH:33][C:34](=O)[O:35]C2C=CC(Cl)=CC=2)[O:30][N:29]=1)([CH3:27])[CH3:26].C(OCC)C. The catalyst is C1COCC1.CN(C)C1C=CN=CC=1. The product is [CH3:1][O:2][C:3]1[CH:4]=[C:5]2[C:10](=[CH:11][C:12]=1[O:13][CH3:14])[N:9]=[CH:8][N:7]=[C:6]2[S:15][C:16]1[CH:17]=[C:18]([NH:19][C:34]([NH:33][C:31]2[O:30][N:29]=[C:28]([C:25]([CH3:27])([CH3:26])[C:24]([F:45])([F:44])[F:23])[CH:32]=2)=[O:35])[CH:20]=[CH:21][CH:22]=1. The yield is 0.690. (2) The reactants are [N+:1]([C:4]1[CH:14]=[CH:13][C:12]2[CH:11]3[CH2:15][CH2:16][N:7]([CH2:8][CH2:9][CH2:10]3)[C:6]=2[CH:5]=1)([O-:3])=[O:2].[CH3:17][C:18](C)=O.[BH4-].[Na+].Cl[CH2:24]CCl. The catalyst is C(O)(=O)C.C(Cl)Cl. The product is [CH:16]([N:7]1[CH2:6][CH:12]2[CH2:11][CH2:10][CH:9]([C:17]3[CH:18]=[CH:5][C:4]([N+:1]([O-:3])=[O:2])=[CH:14][C:13]=32)[CH2:8]1)([CH3:15])[CH3:24]. The yield is 0.650.